From a dataset of Full USPTO retrosynthesis dataset with 1.9M reactions from patents (1976-2016). Predict the reactants needed to synthesize the given product. (1) Given the product [CH3:1][C:2]1[CH2:3][CH:12]2[CH2:13][C:14]3[C:19](=[CH:18][CH:17]=[CH:16][CH:15]=3)[N:11]2[C:5](=[O:10])[CH2:6][CH2:7][CH2:8][CH2:9][CH:4]=1, predict the reactants needed to synthesize it. The reactants are: [CH2:1]=[C:2]([CH:4]1[CH2:9][CH2:8][CH2:7][CH2:6][C:5]1=[O:10])[CH3:3].[NH:11]1[C:19]2[C:14](=[CH:15][CH:16]=[CH:17][CH:18]=2)[CH:13]=[CH:12]1.N1C2C(=CC=CC=2)CC=1.C([Al](Cl)Cl)C. (2) Given the product [CH3:6][O:7][C:8]1[CH:9]=[C:10]([CH:14]=[CH:15][C:16]=1[C:17]([F:20])([F:19])[F:18])[C:11]([N:3]([O:4][CH3:5])[CH3:2])=[O:13], predict the reactants needed to synthesize it. The reactants are: Cl.[CH3:2][NH:3][O:4][CH3:5].[CH3:6][O:7][C:8]1[CH:9]=[C:10]([CH:14]=[CH:15][C:16]=1[C:17]([F:20])([F:19])[F:18])[C:11]([OH:13])=O.ON1C2C=CC=CC=2N=N1.Cl.CN(C)CCCN=C=NCC.C(N(CC)C(C)C)(C)C.C(=O)([O-])O.[Na+].